From a dataset of Forward reaction prediction with 1.9M reactions from USPTO patents (1976-2016). Predict the product of the given reaction. Given the reactants [CH:1]([OH:3])=O.C(OC(=O)C)(=O)C.[OH:11][NH:12][CH:13]([CH2:36][CH2:37][CH2:38][C:39]1[N:44]=[CH:43][CH:42]=[CH:41][N:40]=1)[CH2:14][S:15]([N:18]1[CH2:23][CH2:22][N:21]([C:24]2[N:29]=[CH:28][C:27]([C:30]3[CH:35]=[CH:34][CH:33]=[CH:32][N:31]=3)=[CH:26][N:25]=2)[CH2:20][CH2:19]1)(=[O:17])=[O:16], predict the reaction product. The product is: [OH:11][N:12]([CH:13]([CH2:14][S:15]([N:18]1[CH2:19][CH2:20][N:21]([C:24]2[N:25]=[CH:26][C:27]([C:30]3[CH:35]=[CH:34][CH:33]=[CH:32][N:31]=3)=[CH:28][N:29]=2)[CH2:22][CH2:23]1)(=[O:17])=[O:16])[CH2:36][CH2:37][CH2:38][C:39]1[N:40]=[CH:41][CH:42]=[CH:43][N:44]=1)[CH:1]=[O:3].